Predict the reactants needed to synthesize the given product. From a dataset of Full USPTO retrosynthesis dataset with 1.9M reactions from patents (1976-2016). Given the product [CH3:10][C:1]1[CH:2]=[C:3]([C:23]([C:22]2[CH:21]=[CH:20][S:19][C:18]=2[CH3:17])=[O:24])[CH:4]=[CH:5][CH:6]=1, predict the reactants needed to synthesize it. The reactants are: [C:1]1([CH3:10])[CH:6]=[CH:5][CH:4]=[C:3](B(O)O)[CH:2]=1.C([O-])([O-])=O.[Cs+].[Cs+].[CH3:17][C:18]1[S:19][CH:20]=[CH:21][C:22]=1[C:23](Cl)=[O:24].